From a dataset of Reaction yield outcomes from USPTO patents with 853,638 reactions. Predict the reaction yield, written as a fraction of the theoretical maximum amount of product (1.0 means a 100% yield; for example, 0.34 means a 34% yield). (1) The catalyst is C(O)(C)(C)C.O. The product is [C:12]1([C:9](=[O:8])[C@H:10]([OH:39])[CH3:11])[CH:17]=[CH:16][CH:15]=[CH:14][CH:13]=1. The yield is 0.800. The reactants are C([Si]([O:8]/[C:9](/[C:12]1[CH:17]=[CH:16][CH:15]=[CH:14][CH:13]=1)=[CH:10]\[CH3:11])(C)C)(C)(C)C.CC[C@@H]1[C@@H]2C[C@H]([C@@H](OC3C4C(=CC=CC=4)C(O[C@@H](C4C=CN=C5C=4C=C(OC)C=C5)[C@@H]4N5C[C@H](CC)[C@@H](CC5)C4)=NN=3)C3C=CN=C4C=3C=C([O:39]C)C=C4)N(CC2)C1.CS(N)(=O)=O. (2) The reactants are [CH3:1][O:2][C:3]1[CH:4]=[C:5]([C:9]#[C:10][C:11]2[CH:20]=[CH:19][N:18]=[C:17]3[C:12]=2[C:13]2[CH:25]=[CH:24][CH:23]=[CH:22][C:14]=2[C:15](=[O:21])[NH:16]3)[CH:6]=[CH:7][CH:8]=1.C([O-])=O.[NH4+]. The catalyst is O1CCOCC1.[Pd].[C]. The product is [CH3:1][O:2][C:3]1[CH:4]=[C:5]([CH2:9][CH2:10][C:11]2[CH:20]=[CH:19][N:18]=[C:17]3[C:12]=2[C:13]2[CH:25]=[CH:24][CH:23]=[CH:22][C:14]=2[C:15](=[O:21])[NH:16]3)[CH:6]=[CH:7][CH:8]=1. The yield is 0.310. (3) The reactants are [CH3:1][C:2]1[CH:7]=[CH:6][N:5]=[CH:4][C:3]=1[N:8]1[CH2:12][CH2:11][NH:10][C:9]1=[O:13].Br[C:15]1[C:16]2[CH:23]=[CH:22][CH:21]=[CH:20][C:17]=2[S:18][CH:19]=1.N[C@@H]1CCCC[C@H]1N.P([O-])([O-])([O-])=O.[K+].[K+].[K+]. The catalyst is [Cu](I)I.O1CCOCC1. The product is [S:18]1[CH:19]=[C:15]([N:10]2[CH2:11][CH2:12][N:8]([C:3]3[CH:4]=[N:5][CH:6]=[CH:7][C:2]=3[CH3:1])[C:9]2=[O:13])[C:16]2[CH:23]=[CH:22][CH:21]=[CH:20][C:17]1=2. The yield is 0.363. (4) The reactants are [Cl:1][C:2]1[CH:9]=[CH:8][C:7]([C:10]2[C:14]3[CH2:15][N:16]([S:19]([CH3:22])(=[O:21])=[O:20])[CH2:17][CH2:18][C:13]=3[N:12]([CH2:23][CH2:24][CH:25]3OCCO3)[N:11]=2)=[CH:6][C:3]=1[C:4]#[N:5].Cl[C:31]1[CH:38]=[CH:37][C:36](C2C3CN(S(C)(=O)=O)CCC=3NN=2)=[CH:35][C:32]=1[C:33]#N.C([O-])([O-])=[O:53].[Cs+].[Cs+].Br[CH2:59][CH2:60][CH:61]1OCCO1.[CH3:66][N:67](C=O)C. The product is [Cl:1][C:2]1[CH:9]=[CH:8][C:7]([C:10]2[C:14]3[CH2:15][N:16]([S:19]([CH3:22])(=[O:21])=[O:20])[CH2:17][CH2:18][C:13]=3[N:12]([CH2:23][CH2:24][CH2:25][N:67]3[CH2:59][CH2:60][CH2:61][CH2:66]3)[N:11]=2)=[CH:6][C:3]=1[CH2:4][NH:5][C:33](=[O:53])[C:32]1[CH:31]=[CH:38][CH:37]=[CH:36][CH:35]=1. No catalyst specified. The yield is 0.380. (5) The reactants are [F:8][C:7]([F:10])([F:9])[C:6](O[C:6](=[O:11])[C:7]([F:10])([F:9])[F:8])=[O:11].[CH3:14][O:15][CH2:16][C:17]1([CH2:30][NH:31][C@@H:32]2[CH2:34][C@H:33]2[C:35]2[CH:40]=[CH:39][CH:38]=[CH:37][CH:36]=2)[CH2:22][CH2:21][N:20]([C:23]([O:25][C:26]([CH3:29])([CH3:28])[CH3:27])=[O:24])[CH2:19][CH2:18]1.C(N(CC)C(C)C)(C)C. The catalyst is C(Cl)Cl. The product is [CH3:14][O:15][CH2:16][C:17]1([CH2:30][N:31]([C@@H:32]2[CH2:34][C@H:33]2[C:35]2[CH:40]=[CH:39][CH:38]=[CH:37][CH:36]=2)[C:6](=[O:11])[C:7]([F:8])([F:9])[F:10])[CH2:22][CH2:21][N:20]([C:23]([O:25][C:26]([CH3:29])([CH3:27])[CH3:28])=[O:24])[CH2:19][CH2:18]1. The yield is 0.840. (6) The catalyst is CO.O. The product is [N:1]1[CH:6]=[CH:5][CH:4]=[C:3]([C:7]([OH:9])=[O:8])[CH:2]=1. The reactants are [N:1]1[CH:6]=[CH:5][CH:4]=[C:3]([C:7]([O-:9])=[O:8])[CH:2]=1.[OH-].[K+]. The yield is 0.830. (7) The catalyst is O1CCCC1.O. The reactants are Br[CH2:2][CH2:3][CH2:4][O:5][C:6]1[CH:7]=[C:8]2[C:12](=[CH:13][CH:14]=1)[N:11]([C:15]([O:17][C:18]([CH3:21])([CH3:20])[CH3:19])=[O:16])[CH:10]=[CH:9]2.[NH:22]1[CH2:27][CH2:26][O:25][CH2:24][CH2:23]1.N1C=CC=CC=1. The yield is 0.720. The product is [N:22]1([CH2:2][CH2:3][CH2:4][O:5][C:6]2[CH:7]=[C:8]3[C:12](=[CH:13][CH:14]=2)[N:11]([C:15]([O:17][C:18]([CH3:21])([CH3:20])[CH3:19])=[O:16])[CH:10]=[CH:9]3)[CH2:27][CH2:26][O:25][CH2:24][CH2:23]1.